This data is from Catalyst prediction with 721,799 reactions and 888 catalyst types from USPTO. The task is: Predict which catalyst facilitates the given reaction. (1) Reactant: [H-].[Na+].[OH:3][CH2:4][CH2:5][NH:6][C:7](=[O:10])[CH2:8][CH3:9].Cl[C:12]1[N:17]=[CH:16][C:15]([C:18]([N:20]2[C@H:24]([CH2:25][CH:26]([CH3:28])[CH3:27])[CH2:23][O:22][C:21]2([CH3:30])[CH3:29])=[O:19])=[CH:14][C:13]=1[C:31]1[CH:36]=[CH:35][C:34]([Cl:37])=[CH:33][CH:32]=1.O. Product: [Cl:37][C:34]1[CH:35]=[CH:36][C:31]([C:13]2[C:12]([O:3][CH2:4][CH2:5][NH:6][C:7](=[O:10])[CH2:8][CH3:9])=[N:17][CH:16]=[C:15]([C:18]([N:20]3[C@H:24]([CH2:25][CH:26]([CH3:28])[CH3:27])[CH2:23][O:22][C:21]3([CH3:30])[CH3:29])=[O:19])[CH:14]=2)=[CH:32][CH:33]=1. The catalyst class is: 1. (2) Reactant: [C:1]([O:9][C:10]1[C:15]([N+:16]([O-:18])=[O:17])=[CH:14][CH:13]=[CH:12][C:11]=1[C:19](=[O:21])[CH3:20])(=O)[C:2]1[CH:7]=[CH:6][CH:5]=[N:4][CH:3]=1.[OH-].[K+].OS(O)(=O)=O.CC(O)=O. Product: [N+:16]([C:15]1[CH:14]=[CH:13][CH:12]=[C:11]2[C:10]=1[O:9][C:1]([C:2]1[CH:3]=[N:4][CH:5]=[CH:6][CH:7]=1)=[CH:20][C:19]2=[O:21])([O-:18])=[O:17]. The catalyst class is: 17.